From a dataset of Forward reaction prediction with 1.9M reactions from USPTO patents (1976-2016). Predict the product of the given reaction. (1) Given the reactants I[C:2]1[C:10]2[C:5](=[N:6][CH:7]=[N:8][C:9]=2[NH2:11])[N:4]([CH:12]([C:14]2[CH:15]=[C:16]3[N:21]([C:22]=2[C:23]2[CH:28]=[CH:27][CH:26]=[CH:25][N:24]=2)[CH:20]=[CH:19][CH:18]=[CH:17]3)[CH3:13])[N:3]=1.[F:29][C:30]1[CH:31]=[C:32]([S:45]([NH2:48])(=[O:47])=[O:46])[CH:33]=[C:34](B2OC(C)(C)C(C)(C)O2)[CH:35]=1.CCO.C([O-])([O-])=O.[Na+].[Na+], predict the reaction product. The product is: [NH2:11][C:9]1[N:8]=[CH:7][N:6]=[C:5]2[N:4]([CH:12]([C:14]3[CH:15]=[C:16]4[N:21]([C:22]=3[C:23]3[CH:28]=[CH:27][CH:26]=[CH:25][N:24]=3)[CH:20]=[CH:19][CH:18]=[CH:17]4)[CH3:13])[N:3]=[C:2]([C:34]3[CH:33]=[C:32]([S:45]([NH2:48])(=[O:47])=[O:46])[CH:31]=[C:30]([F:29])[CH:35]=3)[C:10]=12. (2) Given the reactants [H-].[Al+3].[Li+].[H-].[H-].[H-].[Cl:7][C:8]1[CH:13]=[C:12]([Cl:14])[CH:11]=[CH:10][C:9]=1/[CH:15]=[C:16](/[N+:18]([O-])=O)\[CH3:17].[OH-].[Na+], predict the reaction product. The product is: [Cl:7][C:8]1[CH:13]=[C:12]([Cl:14])[CH:11]=[CH:10][C:9]=1[CH2:15][CH:16]([NH2:18])[CH3:17].